From a dataset of Forward reaction prediction with 1.9M reactions from USPTO patents (1976-2016). Predict the product of the given reaction. Given the reactants [C:1]([C:5]1[CH:10]=[CH:9][C:8]([CH:11]2[CH:17]([C:18]([O:20]C)=[O:19])[CH2:16][CH2:15][CH2:14][N:13]3[CH:22]=[CH:23][CH:24]=[C:12]23)=[CH:7][CH:6]=1)([CH3:4])([CH3:3])[CH3:2].[Li+].[OH-], predict the reaction product. The product is: [C:1]([C:5]1[CH:6]=[CH:7][C:8]([CH:11]2[CH:17]([C:18]([OH:20])=[O:19])[CH2:16][CH2:15][CH2:14][N:13]3[CH:22]=[CH:23][CH:24]=[C:12]23)=[CH:9][CH:10]=1)([CH3:4])([CH3:2])[CH3:3].